Dataset: Full USPTO retrosynthesis dataset with 1.9M reactions from patents (1976-2016). Task: Predict the reactants needed to synthesize the given product. Given the product [CH3:39][N:40]([CH3:41])[CH2:15][CH:13]([OH:14])[CH2:12][N:8]1[C:9]2[C:5](=[CH:4][C:3]([O:2][CH3:1])=[CH:11][CH:10]=2)[C:6]([C:16]2[N:28]([S:29]([C:32]3[CH:38]=[CH:37][C:35]([CH3:36])=[CH:34][CH:33]=3)(=[O:31])=[O:30])[C:19]3=[N:20][CH:21]=[C:22]4[CH:26]=[N:25][N:24]([CH3:27])[C:23]4=[C:18]3[CH:17]=2)=[CH:7]1, predict the reactants needed to synthesize it. The reactants are: [CH3:1][O:2][C:3]1[CH:4]=[C:5]2[C:9](=[CH:10][CH:11]=1)[N:8]([CH2:12][CH:13]1[CH2:15][O:14]1)[CH:7]=[C:6]2[C:16]1[N:28]([S:29]([C:32]2[CH:38]=[CH:37][C:35]([CH3:36])=[CH:34][CH:33]=2)(=[O:31])=[O:30])[C:19]2=[N:20][CH:21]=[C:22]3[CH:26]=[N:25][N:24]([CH3:27])[C:23]3=[C:18]2[CH:17]=1.[CH3:39][NH:40][CH3:41].